From a dataset of Catalyst prediction with 721,799 reactions and 888 catalyst types from USPTO. Predict which catalyst facilitates the given reaction. (1) Reactant: Cl[C:2]1[N:7]=[C:6]([O:8][C:9]2[CH:18]=[CH:17][C:16]([NH:19][C:20]([NH:22][C:23]3[N:27]([C:28]4[CH:33]=[CH:32][C:31]([CH3:34])=[CH:30][CH:29]=4)[N:26]=[C:25]([CH:35]([CH3:37])[CH3:36])[CH:24]=3)=[O:21])=[C:15]3[C:10]=2[CH:11]=[CH:12][CH:13]=[N:14]3)[CH:5]=[CH:4][N:3]=1.[CH3:38][O:39][C:40]1[CH:41]=[C:42]([CH:44]=[C:45]([O:47][CH2:48][CH2:49][O:50][CH2:51][CH2:52][O:53][CH2:54][CH2:55][O:56][CH3:57])[CH:46]=1)[NH2:43].C1COCC1. Product: [CH:35]([C:25]1[CH:24]=[C:23]([NH:22][C:20]([NH:19][C:16]2[CH:17]=[CH:18][C:9]([O:8][C:6]3[CH:5]=[CH:4][N:3]=[C:2]([NH:43][C:42]4[CH:44]=[C:45]([O:47][CH2:48][CH2:49][O:50][CH2:51][CH2:52][O:53][CH2:54][CH2:55][O:56][CH3:57])[CH:46]=[C:40]([O:39][CH3:38])[CH:41]=4)[N:7]=3)=[C:10]3[C:15]=2[N:14]=[CH:13][CH:12]=[CH:11]3)=[O:21])[N:27]([C:28]2[CH:33]=[CH:32][C:31]([CH3:34])=[CH:30][CH:29]=2)[N:26]=1)([CH3:36])[CH3:37]. The catalyst class is: 3. (2) Reactant: [BH4-].[Na+].[CH3:3][C:4]1([CH3:21])[O:8][C@@H:7]2[CH2:9][CH2:10][CH2:11][CH2:12][C@H:13]([NH:14]C(=O)C(Cl)(Cl)[Cl:17])[C@@H:6]2[O:5]1. Product: [ClH:17].[CH3:3][C:4]1([CH3:21])[O:8][C@@H:7]2[CH2:9][CH2:10][CH2:11][CH2:12][C@H:13]([NH2:14])[C@@H:6]2[O:5]1. The catalyst class is: 8. (3) Product: [Cl:23][C:18]1[CH:19]=[CH:20][CH:21]=[CH:22][C:17]=1[N:13]1[C:14]2[C:15](=[O:16])[NH:7][C:8](=[O:25])[N:9]([CH3:24])[C:10]=2[N:11]=[CH:12]1. The catalyst class is: 13. Reactant: CC(C)(C)C(OC[N:7]1[C:15](=[O:16])[C:14]2[N:13]([C:17]3[CH:22]=[CH:21][CH:20]=[CH:19][C:18]=3[Cl:23])[CH:12]=[N:11][C:10]=2[N:9]([CH3:24])[C:8]1=[O:25])=O.CO.O1CCCC1.[H-].[Na+]. (4) Reactant: [CH2:1]([O:3][C:4]([C:6]1[CH:7]=[C:8]2[C:13](=[CH:14][CH:15]=1)[C:12]([Br:16])=[N:11][NH:10][C:9]2=[O:17])=[O:5])[CH3:2].[H-].[Na+].Br[CH:21]([CH3:24])[CH2:22]O. Product: [CH2:1]([O:3][C:4]([C:6]1[CH:7]=[C:8]2[C:13](=[CH:14][CH:15]=1)[C:12]([Br:16])=[N:11][N:10]([CH:21]([CH3:24])[CH3:22])[C:9]2=[O:17])=[O:5])[CH3:2]. The catalyst class is: 3. (5) Reactant: CC[C@@H]1[C@@H]2C[C@H]([C@@H](OC3C4C(=CC=CC=4)C(O[C@@H](C4C=CN=C5C=4[CH:49]=[C:50]([O:57]C)[CH:51]=C5)[C@@H]4N5C[C@H](CC)[C@@H](CC5)C4)=NN=3)C3C=CN=C4C=3[CH:49]=[C:50]([O:57]C)[CH:51]=C4)N(CC2)C1.C(C1[CH:67]=[CH:66][C:65]([Br:68])=[CH:64]C=1OC)C=C.S([O-])([O-])=[O:72].[Na+].[Na+].[C:77]([O:80][CH2:81][CH3:82])(=O)C. Product: [Br:68][C:65]1[CH:66]=[CH:67][C:82]([CH2:49][CH:50]([OH:57])[CH2:51][OH:72])=[C:81]([O:80][CH3:77])[CH:64]=1. The catalyst class is: 878. (6) Reactant: [Br:1][C:2]1[CH:3]=[C:4]2[C:9](=[CH:10][C:11]=1[O:12][CH2:13][C:14]1[CH:15]=[C:16]([S:20]([CH3:28])(=[N:22]C(OCC)=O)=[O:21])[CH:17]=[CH:18][CH:19]=1)[N:8]=[CH:7][N:6]=[C:5]2[NH:29][CH:30]([CH2:33][OH:34])[CH2:31][OH:32]. Product: [Br:1][C:2]1[CH:3]=[C:4]2[C:9](=[CH:10][C:11]=1[O:12][CH2:13][C:14]1[CH:15]=[C:16]([S:20]([CH3:28])(=[NH:22])=[O:21])[CH:17]=[CH:18][CH:19]=1)[N:8]=[CH:7][N:6]=[C:5]2[NH:29][CH:30]([CH2:31][OH:32])[CH2:33][OH:34]. The catalyst class is: 98. (7) Reactant: [Cl:1][C:2]1[CH:7]=[CH:6][C:5]([NH:8][C:9](=[O:21])[C:10]2[CH:15]=[CH:14][C:13]([O:16][CH3:17])=[CH:12][C:11]=2[N+:18]([O-])=O)=[CH:4][CH:3]=1.O.O.[Sn](Cl)Cl.O.C([O-])(O)=O.[Na+]. Product: [NH2:18][C:11]1[CH:12]=[C:13]([O:16][CH3:17])[CH:14]=[CH:15][C:10]=1[C:9]([NH:8][C:5]1[CH:4]=[CH:3][C:2]([Cl:1])=[CH:7][CH:6]=1)=[O:21]. The catalyst class is: 14. (8) Reactant: Cl.Cl.Cl.[NH2:4][C:5]1[N:10]=[C:9]([S:11][CH2:12][C:13]2[CH:18]=[CH:17][CH:16]=[C:15]([CH2:19][CH2:20][C:21](=[O:35])[N:22]3[CH2:27][CH2:26][N:25]([CH2:28][CH:29]4[CH2:34][CH2:33][NH:32][CH2:31][CH2:30]4)[CH2:24][CH2:23]3)[N:14]=2)[N:8]=[C:7]([C:36]2[CH:41]=[CH:40][C:39]([NH:42][C:43](=[O:45])[CH3:44])=[CH:38][CH:37]=2)[C:6]=1[C:46]#[N:47].Cl[CH2:49][CH2:50][OH:51].C(=O)([O-])[O-].[K+].[K+].[I-].[Na+]. Product: [NH2:4][C:5]1[N:10]=[C:9]([S:11][CH2:12][C:13]2[CH:18]=[CH:17][CH:16]=[C:15]([CH2:19][CH2:20][C:21]([N:22]3[CH2:23][CH2:24][N:25]([CH2:28][CH:29]4[CH2:34][CH2:33][N:32]([CH2:49][CH2:50][OH:51])[CH2:31][CH2:30]4)[CH2:26][CH2:27]3)=[O:35])[N:14]=2)[N:8]=[C:7]([C:36]2[CH:37]=[CH:38][C:39]([NH:42][C:43](=[O:45])[CH3:44])=[CH:40][CH:41]=2)[C:6]=1[C:46]#[N:47]. The catalyst class is: 289. (9) Reactant: [C:1]([O:5][C:6]([NH:8][C@:9]1([C:14]([OH:16])=O)[CH2:11][C@H:10]1[CH:12]=[CH2:13])=[O:7])([CH3:4])([CH3:3])[CH3:2].C1N=CN(C(N2C=NC=C2)=O)C=1.C1CCN2C(=NCCC2)CC1.[CH3:40][O:41][C:42](=[O:61])[CH2:43][CH2:44][CH2:45][CH2:46][CH2:47][CH2:48][CH2:49][CH2:50][CH2:51][CH2:52][CH2:53][C:54]1([S:57](=[O:60])(=[O:59])[NH2:58])[CH2:56][CH2:55]1. Product: [CH3:40][O:41][C:42](=[O:61])[CH2:43][CH2:44][CH2:45][CH2:46][CH2:47][CH2:48][CH2:49][CH2:50][CH2:51][CH2:52][CH2:53][C:54]1([S:57](=[O:60])(=[O:59])[NH:58][C:14]([C@@:9]2([NH:8][C:6]([O:5][C:1]([CH3:2])([CH3:3])[CH3:4])=[O:7])[CH2:11][C@H:10]2[CH:12]=[CH2:13])=[O:16])[CH2:55][CH2:56]1. The catalyst class is: 1.